Dataset: Blood-brain barrier penetration binary classification data from Martins et al.. Task: Regression/Classification. Given a drug SMILES string, predict its absorption, distribution, metabolism, or excretion properties. Task type varies by dataset: regression for continuous measurements (e.g., permeability, clearance, half-life) or binary classification for categorical outcomes (e.g., BBB penetration, CYP inhibition). Dataset: bbb_martins. (1) The compound is NC(=O)N1c2ccccc2C=Cc2ccccc21. The result is 1 (penetrates BBB). (2) The molecule is CCC1(c2ccccc2)OCC(C2CCCCN2)O1. The result is 1 (penetrates BBB). (3) The molecule is COc1ccc2c(c1)N(C[C@H](C)CN(C)C)c1ccccc1S2. The result is 1 (penetrates BBB). (4) The compound is O=C(O)/C=C\C(=O)O.O=C(O)/C=C\C(=O)O.c1cc(CN2CCCCC2)cc(OCCCNc2nc3ccccc3s2)c1. The result is 1 (penetrates BBB).